Dataset: Catalyst prediction with 721,799 reactions and 888 catalyst types from USPTO. Task: Predict which catalyst facilitates the given reaction. (1) Product: [CH3:37][O:36][C:10]1[CH:11]=[C:12]([CH:34]=[CH:35][C:9]=1[NH:8][S:4]([CH2:1][CH2:2][CH3:3])(=[O:6])=[O:5])[C:13]([C:15]1[N:19]2[CH:20]=[CH:21][CH:22]=[CH:23][C:18]2=[C:17]([C:24]2[CH:25]=[C:26]([CH:31]=[CH:32][CH:33]=2)[C:27]([O:29][CH3:30])=[O:28])[N:16]=1)=[O:14]. Reactant: [CH2:1]([S:4](Cl)(=[O:6])=[O:5])[CH2:2][CH3:3].[NH2:8][C:9]1[CH:35]=[CH:34][C:12]([C:13]([C:15]2[N:19]3[CH:20]=[CH:21][CH:22]=[CH:23][C:18]3=[C:17]([C:24]3[CH:25]=[C:26]([CH:31]=[CH:32][CH:33]=3)[C:27]([O:29][CH3:30])=[O:28])[N:16]=2)=[O:14])=[CH:11][C:10]=1[O:36][CH3:37]. The catalyst class is: 529. (2) Reactant: [C:1]([C:3]1[CH:4]=[CH:5][C:6]([N:9]2[CH2:14][CH2:13][N:12]([C:15](=[O:23])[CH2:16][CH2:17][CH2:18][C:19](=[N:21][OH:22])[NH2:20])[CH:11]([CH3:24])[CH2:10]2)=[N:7][CH:8]=1)#[N:2].[F:25][C:26]([F:37])([F:36])[C:27](O[C:27](=O)[C:26]([F:37])([F:36])[F:25])=O. Product: [CH3:24][CH:11]1[N:12]([C:15](=[O:23])[CH2:16][CH2:17][CH2:18][C:19]2[N:20]=[C:27]([C:26]([F:37])([F:36])[F:25])[O:22][N:21]=2)[CH2:13][CH2:14][N:9]([C:6]2[CH:5]=[CH:4][C:3]([C:1]#[N:2])=[CH:8][N:7]=2)[CH2:10]1. The catalyst class is: 17. (3) Reactant: [Cl:1][CH2:2][CH2:3][CH2:4][S:5](Cl)(=[O:7])=[O:6].[NH2:9][C:10]1[CH:15]=[CH:14][C:13]([CH:16]([CH3:22])[C:17]([O:19][CH2:20][CH3:21])=[O:18])=[CH:12][C:11]=1[F:23].N1C=CC=CC=1. Product: [Cl:1][CH2:2][CH2:3][CH2:4][S:5]([NH:9][C:10]1[CH:15]=[CH:14][C:13]([CH:16]([CH3:22])[C:17]([O:19][CH2:20][CH3:21])=[O:18])=[CH:12][C:11]=1[F:23])(=[O:7])=[O:6]. The catalyst class is: 2. (4) Reactant: [OH-].[Na+].[CH:3]12[CH2:12][CH:7]3[CH2:8][CH:9]([CH2:11][CH:5]([CH2:6]3)[CH:4]1[NH:13][C:14]([C:16]1[CH:17]=[N:18][N:19]([C:28]3[CH:37]=[CH:36][C:31]([C:32]([O:34]C)=[O:33])=[CH:30][CH:29]=3)[C:20]=1[S:21][CH:22]1[CH2:27][CH2:26][CH2:25][CH2:24][CH2:23]1)=[O:15])[CH2:10]2. Product: [CH:3]12[CH2:12][CH:7]3[CH2:8][CH:9]([CH2:11][CH:5]([CH2:6]3)[CH:4]1[NH:13][C:14]([C:16]1[CH:17]=[N:18][N:19]([C:28]3[CH:37]=[CH:36][C:31]([C:32]([OH:34])=[O:33])=[CH:30][CH:29]=3)[C:20]=1[S:21][CH:22]1[CH2:27][CH2:26][CH2:25][CH2:24][CH2:23]1)=[O:15])[CH2:10]2. The catalyst class is: 5. (5) Product: [NH2:1][C:4]1[CH:5]=[C:6]([CH2:14][CH2:15][C:16]([O:18][CH2:19][CH3:20])=[O:17])[C:7]2[CH2:8][CH2:9][CH2:10][CH2:11][C:12]=2[CH:13]=1. Reactant: [N+:1]([C:4]1[CH:5]=[C:6]([CH:14]=[CH:15][C:16]([O:18][CH2:19][CH3:20])=[O:17])[C:7]2[CH2:8][CH2:9][CH2:10][CH2:11][C:12]=2[CH:13]=1)([O-])=O. The catalyst class is: 586. (6) Reactant: C(NC(C)C)(C)C.C(=O)=O.[CH3:11][CH:12]([CH3:17])[C:13]([O:15][CH3:16])=[O:14].[I:18][CH2:19][CH2:20][CH2:21]I.Cl. Product: [I:18][CH2:19][CH2:20][CH2:21][C:12]([CH3:17])([CH3:11])[C:13]([O:15][CH3:16])=[O:14]. The catalyst class is: 773. (7) Reactant: [OH:1][CH2:2][CH2:3][N:4]([CH2:28][CH2:29][OH:30])[C:5]([C:7]1[CH:8]=[N:9][N:10]([C:12]2[CH:17]=[CH:16][C:15]([O:18][CH2:19][CH2:20][CH2:21][N:22]3[CH2:26][CH2:25][CH2:24][C@H:23]3[CH3:27])=[CH:14][CH:13]=2)[CH:11]=1)=[O:6].CC(OI1(OC(C)=O)(OC(C)=O)OC(=O)C2C=CC=CC1=2)=O. Product: [OH:1][CH:2]1[O:30][CH2:29][CH2:28][N:4]([C:5]([C:7]2[CH:8]=[N:9][N:10]([C:12]3[CH:13]=[CH:14][C:15]([O:18][CH2:19][CH2:20][CH2:21][N:22]4[CH2:26][CH2:25][CH2:24][C@H:23]4[CH3:27])=[CH:16][CH:17]=3)[CH:11]=2)=[O:6])[CH2:3]1. The catalyst class is: 146. (8) Reactant: [Br:1]N1C(=O)CCC1=O.[NH:9]1[C:13]2=[N:14][CH:15]=[C:16]([C:18]3[C:27]4[C:22](=[CH:23][CH:24]=[CH:25][CH:26]=4)[CH:21]=[C:20]([NH:28][C:29](=[O:35])[O:30][C:31]([CH3:34])([CH3:33])[CH3:32])[N:19]=3)[CH:17]=[C:12]2[CH:11]=[CH:10]1. Product: [Br:1][C:11]1[C:12]2[C:13](=[N:14][CH:15]=[C:16]([C:18]3[C:27]4[C:22](=[CH:23][CH:24]=[CH:25][CH:26]=4)[CH:21]=[C:20]([NH:28][C:29](=[O:35])[O:30][C:31]([CH3:32])([CH3:34])[CH3:33])[N:19]=3)[CH:17]=2)[NH:9][CH:10]=1. The catalyst class is: 7. (9) Reactant: [Cl:1][C:2]([Cl:35])([Cl:34])[CH2:3][O:4][C:5](=[O:33])[NH:6][C:7]1[CH:12]=[CH:11][C:10]([S:13][C:14]2[CH:19]=[CH:18][C:17]([C:20](=[O:29])[NH:21][C:22]3[CH:27]=[CH:26][C:25]([Br:28])=[CH:24][CH:23]=3)=[CH:16][C:15]=2[N+:30]([O-])=O)=[CH:9][CH:8]=1.[Cl-].[NH4+].O1CCCC1.O. Product: [Cl:35][C:2]([Cl:1])([Cl:34])[CH2:3][O:4][C:5](=[O:33])[NH:6][C:7]1[CH:12]=[CH:11][C:10]([S:13][C:14]2[CH:19]=[CH:18][C:17]([C:20](=[O:29])[NH:21][C:22]3[CH:27]=[CH:26][C:25]([Br:28])=[CH:24][CH:23]=3)=[CH:16][C:15]=2[NH2:30])=[CH:9][CH:8]=1. The catalyst class is: 186.